Dataset: Full USPTO retrosynthesis dataset with 1.9M reactions from patents (1976-2016). Task: Predict the reactants needed to synthesize the given product. (1) The reactants are: [Cl:1][C:2]1[C:7]([C:8]2[N:12]([S:13]([C:16]3[CH:21]=[CH:20][CH:19]=[CH:18][CH:17]=3)(=[O:15])=[O:14])[CH:11]=[C:10]([CH2:22][N:23](C)[C:24](=O)OC(C)(C)C)[CH:9]=2)=[CH:6][CH:5]=[CH:4][N:3]=1.C(OCC)(=O)C.Cl. Given the product [ClH:1].[Cl:1][C:2]1[C:7]([C:8]2[N:12]([S:13]([C:16]3[CH:21]=[CH:20][CH:19]=[CH:18][CH:17]=3)(=[O:15])=[O:14])[CH:11]=[C:10]([CH2:22][NH:23][CH3:24])[CH:9]=2)=[CH:6][CH:5]=[CH:4][N:3]=1, predict the reactants needed to synthesize it. (2) Given the product [Cl:31][CH2:25][C:22]1[CH:23]=[CH:24][C:19]([C:18]2[C:13]([NH:12][S:9]([C:4]3[CH:5]=[CH:6][CH:7]=[CH:8][C:3]=3[C:2]([F:28])([F:27])[F:1])(=[O:11])=[O:10])=[N:14][CH:15]=[CH:16][N:17]=2)=[CH:20][CH:21]=1, predict the reactants needed to synthesize it. The reactants are: [F:1][C:2]([F:28])([F:27])[C:3]1[CH:8]=[CH:7][CH:6]=[CH:5][C:4]=1[S:9]([NH:12][C:13]1[C:18]([C:19]2[CH:24]=[CH:23][C:22]([CH2:25]O)=[CH:21][CH:20]=2)=[N:17][CH:16]=[CH:15][N:14]=1)(=[O:11])=[O:10].S(Cl)([Cl:31])=O. (3) Given the product [F:33][C:13]([C:16]1[CH:17]=[N:18][CH:19]=[CH:20][CH:21]=1)([CH3:14])[CH2:12][N:8]1[C:9]2[CH:10]=[CH:11][C:3]([CH2:2][OH:1])=[CH:4][C:5]=2[C:6]2[CH2:25][N:24]([CH3:26])[CH2:23][CH2:22][C:7]1=2, predict the reactants needed to synthesize it. The reactants are: [OH:1][CH2:2][C:3]1[CH:11]=[CH:10][C:9]2[N:8]([CH2:12][C:13]([C:16]3[CH:17]=[N:18][CH:19]=[CH:20][CH:21]=3)(O)[CH3:14])[C:7]3[CH2:22][CH2:23][N:24]([CH3:26])[CH2:25][C:6]=3[C:5]=2[CH:4]=1.C(N(S(F)(F)[F:33])CC)C. (4) Given the product [C:1]([C@H:3]1[C@H:8]2[CH2:9][C@H:7]2[C@H:6]2[C@H:10]3[C@H:20]([CH2:21][CH2:22][C@:4]12[CH3:5])[C@:18]1([CH3:19])[C:13](=[CH:14][C:15](=[O:23])[CH2:16][CH2:17]1)[CH:12]=[CH:11]3)#[N:2], predict the reactants needed to synthesize it. The reactants are: [C:1]([C@H:3]1[C@H:8]2[CH2:9][C@H:7]2[C@H:6]2[C@H:10]3[C@H:20]([CH2:21][CH2:22][C@:4]12[CH3:5])[C@:18]1([CH3:19])[C:13]([CH:14]=[C:15]([O:23]C)[CH2:16][CH2:17]1)=[CH:12][CH2:11]3)#[N:2].C([O-])(=O)C.[Na+].BrN1C(C)(C)C(=O)N(Br)C1=O.[Br-].[Li+].C(=O)([O-])[O-].[Li+].[Li+]. (5) Given the product [O:22]1[C:26]2[CH:27]=[CH:28][C:29]([CH2:31][N:18]3[CH2:19][CH2:20][CH:15]([NH:14][C:12]([C:8]4[O:9][C:10]5[C:5]([C:6](=[O:21])[CH:7]=4)=[CH:4][CH:3]=[C:2]([F:1])[CH:11]=5)=[O:13])[CH2:16][CH2:17]3)=[CH:30][C:25]=2[CH2:24][CH2:23]1, predict the reactants needed to synthesize it. The reactants are: [F:1][C:2]1[CH:11]=[C:10]2[C:5]([C:6](=[O:21])[CH:7]=[C:8]([C:12]([NH:14][CH:15]3[CH2:20][CH2:19][NH:18][CH2:17][CH2:16]3)=[O:13])[O:9]2)=[CH:4][CH:3]=1.[O:22]1[C:26]2[CH:27]=[CH:28][C:29]([CH:31]=O)=[CH:30][C:25]=2[CH2:24][CH2:23]1.[BH-](OC(C)=O)(OC(C)=O)OC(C)=O.[Na+]. (6) Given the product [Cl:12][C:10]1[CH:11]=[C:2]([NH:1][CH2:34][C:27]2[C:28]3[C:33](=[CH:32][CH:31]=[CH:30][CH:29]=3)[N:24]=[CH:25][CH:26]=2)[CH:3]=[C:4]2[C:9]=1[N:8]=[CH:7][C:6]([C:13]#[N:14])=[C:5]2[NH:15][C:16]1[CH:21]=[CH:20][C:19]([F:22])=[C:18]([Cl:23])[CH:17]=1, predict the reactants needed to synthesize it. The reactants are: [NH2:1][C:2]1[CH:3]=[C:4]2[C:9](=[C:10]([Cl:12])[CH:11]=1)[N:8]=[CH:7][C:6]([C:13]#[N:14])=[C:5]2[NH:15][C:16]1[CH:21]=[CH:20][C:19]([F:22])=[C:18]([Cl:23])[CH:17]=1.[N:24]1[C:33]2[C:28](=[CH:29][CH:30]=[CH:31][CH:32]=2)[C:27]([CH:34]=O)=[CH:26][CH:25]=1.[BH3-]C#N.[Na+]. (7) Given the product [Si:1]([O:8][C@@H:9]([CH2:15][Cl:16])[CH2:10][CH:11]=[O:12])([C:4]([CH3:7])([CH3:6])[CH3:5])([CH3:3])[CH3:2], predict the reactants needed to synthesize it. The reactants are: [Si:1]([O:8][C@@H:9]([CH2:15][Cl:16])[CH2:10][C:11](OC)=[O:12])([C:4]([CH3:7])([CH3:6])[CH3:5])([CH3:3])[CH3:2].CC(C[AlH]CC(C)C)C.CO. (8) The reactants are: Cl[S:2]([C:5]1[CH:14]=[CH:13][C:12]2[NH:11][C:10](=[O:15])[C:9]3[NH:16][CH:17]=[C:18]([C:19]([OH:21])=[O:20])[C:8]=3[C:7]=2[CH:6]=1)(=[O:4])=[O:3].[CH3:22][O:23][C:24]1[CH:30]=[CH:29][CH:28]=[CH:27][C:25]=1[NH2:26]. Given the product [CH3:22][O:23][C:24]1[CH:30]=[CH:29][CH:28]=[CH:27][C:25]=1[NH:26][S:2]([C:5]1[CH:14]=[CH:13][C:12]2[NH:11][C:10](=[O:15])[C:9]3[NH:16][CH:17]=[CH:18][C:8]=3[C:7]=2[CH:6]=1)(=[O:3])=[O:4].[CH2:18]([C:19]([O-:21])=[O:20])[CH3:17], predict the reactants needed to synthesize it. (9) Given the product [CH:1]([N:14]1[CH2:17][CH:16]([O:18][CH3:21])[CH2:15]1)([C:8]1[CH:13]=[CH:12][CH:11]=[CH:10][CH:9]=1)[C:2]1[CH:3]=[CH:4][CH:5]=[CH:6][CH:7]=1, predict the reactants needed to synthesize it. The reactants are: [CH:1]([N:14]1[CH2:17][CH:16]([OH:18])[CH2:15]1)([C:8]1[CH:13]=[CH:12][CH:11]=[CH:10][CH:9]=1)[C:2]1[CH:7]=[CH:6][CH:5]=[CH:4][CH:3]=1.[H-].[Na+].[CH3:21]I.